This data is from Reaction yield outcomes from USPTO patents with 853,638 reactions. The task is: Predict the reaction yield, written as a fraction of the theoretical maximum amount of product (1.0 means a 100% yield; for example, 0.34 means a 34% yield). (1) The reactants are Cl[C:2]1[N:3]=[C:4]([OH:12])[C:5]2[CH:11]=[CH:10][N:9]=[CH:8][C:6]=2[N:7]=1. The catalyst is CC(C)CO. The product is [CH3:6][CH:5]([CH3:11])[CH2:4][O:12][C:2]1[N:3]=[C:4]([OH:12])[C:5]2[CH:11]=[CH:10][N:9]=[CH:8][C:6]=2[N:7]=1. The yield is 0.260. (2) The reactants are [CH2:1]([O:3][CH2:4][C:5]1[N:6]=[C:7]([CH3:27])[NH:8][C:9](=[O:26])[C:10]=1[CH2:11][C:12]1[CH:17]=[CH:16][C:15]([C:18]2[C:19]([C:24]#[N:25])=[CH:20][CH:21]=[CH:22][CH:23]=2)=[CH:14][CH:13]=1)[CH3:2].[O:28]1[C:32]2[CH:33]=[CH:34][C:35](B(O)O)=[CH:36][C:31]=2[CH2:30][CH2:29]1.[N:40]1C=CC=CC=1.C(N(CC)CC)C.[C:53]([O:56]CC)(=[O:55])C. The catalyst is C([O-])(=O)C.[Cu+2].C([O-])(=O)C.ClCCl. The product is [O:28]1[C:32]2[CH:33]=[CH:34][C:35]([N:8]3[C:9](=[O:26])[C:10]([CH2:11][C:12]4[CH:17]=[CH:16][C:15]([C:18]5[CH:23]=[CH:22][CH:21]=[CH:20][C:19]=5[C:24]5[NH:40][C:53](=[O:55])[O:56][N:25]=5)=[CH:14][CH:13]=4)=[C:5]([CH2:4][O:3][CH2:1][CH3:2])[N:6]=[C:7]3[CH3:27])=[CH:36][C:31]=2[CH2:30][CH2:29]1. The yield is 0.620. (3) The reactants are [CH3:1][O:2][C:3]([C:5]1[C:6]2[CH:7]=[N:8][NH:9][C:10]=2[CH:11]=[CH:12][CH:13]=1)=[O:4].[CH2:14](Br)[C:15]1[CH:20]=[CH:19][CH:18]=[CH:17][CH:16]=1. No catalyst specified. The product is [CH3:1][O:2][C:3]([C:5]1[C:6]2[C:10]([CH:11]=[CH:12][CH:13]=1)=[N:9][N:8]([CH2:14][C:15]1[CH:20]=[CH:19][CH:18]=[CH:17][CH:16]=1)[CH:7]=2)=[O:4]. The yield is 0.330. (4) The reactants are [C:1]([O:4][CH2:5][C@@H:6]1[C@@H:11]([O:12][C:13](=[O:15])[CH3:14])[C@H:10]([O:16][C:17](=[O:19])[CH3:18])[C@H:9]([O:20][C:21](=[O:23])[CH3:22])[C@@H:8]([C:24]2[CH:29]=[CH:28][C:27](OS(C(F)(F)F)(=O)=O)=[CH:26][CH:25]=2)[O:7]1)(=[O:3])[CH3:2].CCN(CC)CC.[C:45]([Si:47]([CH3:50])([CH3:49])[CH3:48])#[CH:46]. The catalyst is CN(C=O)C.O.C1C=CC(P(C2C=CC=CC=2)[C-]2C=CC=C2)=CC=1.C1C=CC(P(C2C=CC=CC=2)[C-]2C=CC=C2)=CC=1.Cl[Pd]Cl.[Fe+2].C(Cl)Cl.[Cu]I. The product is [C:13]([O:12][C@H:11]1[C@H:10]([O:16][C:17](=[O:19])[CH3:18])[C@H:9]([O:20][C:21](=[O:23])[CH3:22])[C@@H:8]([C:24]2[CH:25]=[CH:26][C:27]([C:46]#[C:45][Si:47]([CH3:50])([CH3:49])[CH3:48])=[CH:28][CH:29]=2)[O:7][C@@H:6]1[CH2:5][O:4][C:1](=[O:3])[CH3:2])(=[O:15])[CH3:14]. The yield is 0.960. (5) The reactants are [F:1][C:2]1[CH:3]=[C:4]([N+:9]([O-:11])=[O:10])[CH:5]=[CH:6][C:7]=1F.[CH:12]([NH2:15])([CH3:14])[CH3:13]. The catalyst is C(OCC)(=O)C.C(N(CC)CC)C. The product is [F:1][C:2]1[CH:3]=[C:4]([N+:9]([O-:11])=[O:10])[CH:5]=[CH:6][C:7]=1[NH:15][CH:12]([CH3:14])[CH3:13]. The yield is 0.360. (6) The reactants are [CH2:1]([N:3]1[C:7]([C:8]2[CH:9]=[C:10]([C:13]([OH:15])=O)[S:11][CH:12]=2)=[C:6]([CH3:16])[CH:5]=[N:4]1)[CH3:2].F[P-](F)(F)(F)(F)F.Br[P+](N1CCCC1)(N1CCCC1)N1CCCC1.CCN(C(C)C)C(C)C.[NH2:50][C@@H:51]([CH2:64]/[C:65](/[C:69](/[C:72]([F:75])([F:74])[F:73])=[CH:70]\[CH3:71])=[CH:66]/[CH:67]=C)[CH2:52][N:53]1[C:61](=[O:62])[C:60]2[C:55](=[CH:56][CH:57]=[CH:58][CH:59]=2)[C:54]1=[O:63]. No catalyst specified. The product is [O:63]=[C:54]1[C:55]2[C:60](=[CH:59][CH:58]=[CH:57][CH:56]=2)[C:61](=[O:62])[N:53]1[CH2:52][C@@H:51]([NH:50][C:13]([C:10]1[S:11][CH:12]=[C:8]([C:7]2[N:3]([CH2:1][CH3:2])[N:4]=[CH:5][C:6]=2[CH3:16])[CH:9]=1)=[O:15])[CH2:64][C:65]1[CH:66]=[CH:67][CH:71]=[CH:70][C:69]=1[C:72]([F:74])([F:75])[F:73]. The yield is 0.630. (7) The reactants are [F:1][C:2]1[CH:7]=[CH:6][CH:5]=[C:4]([O:8][CH3:9])[C:3]=1[OH:10].F[C:12]1[CH:19]=[CH:18][C:15]([CH:16]=[O:17])=[CH:14][C:13]=1[N+:20]([O-:22])=[O:21].[CH:23]([C:25]1[CH:26]=[CH:27][C:28]([O:32][C:33]2[C:38]([O:39][CH3:40])=[CH:37][CH:36]=[CH:35][C:34]=2[F:41])=[C:29]([CH:31]=1)[NH2:30])=[O:24].[NH2:42][C:43]1[S:44][CH:45]=[CH:46][N:47]=1. No catalyst specified. The product is [F:1][C:2]1[CH:7]=[CH:6][CH:5]=[C:4]([O:8][CH3:9])[C:3]=1[O:10][C:12]1[CH:19]=[CH:18][C:15]([CH:16]=[O:17])=[CH:14][C:13]=1[N+:20]([O-:22])=[O:21].[F:41][C:34]1[CH:35]=[CH:36][CH:37]=[C:38]([O:39][CH3:40])[C:33]=1[O:32][C:28]1[CH:27]=[CH:26][C:25]([CH:23]=[O:24])=[CH:31][C:29]=1[NH:30][C:3]([NH:42][C:43]1[S:44][CH:45]=[CH:46][N:47]=1)=[O:10]. The yield is 0.700. (8) The reactants are C([O:3][C:4]([C:6]1[CH:7]=[N:8][N:9]([C:11]2[NH:20][C:19](=[O:21])[C:18]3[C:13](=[CH:14][CH:15]=[C:16]([CH:22]4[CH2:24][CH2:23]4)[CH:17]=3)[N:12]=2)[CH:10]=1)=[O:5])C.[OH-].[K+]. The catalyst is C1COCC1. The product is [CH:22]1([C:16]2[CH:17]=[C:18]3[C:13](=[CH:14][CH:15]=2)[N:12]=[C:11]([N:9]2[CH:10]=[C:6]([C:4]([OH:5])=[O:3])[CH:7]=[N:8]2)[NH:20][C:19]3=[O:21])[CH2:23][CH2:24]1. The yield is 0.850.